This data is from Experimentally validated miRNA-target interactions with 360,000+ pairs, plus equal number of negative samples. The task is: Binary Classification. Given a miRNA mature sequence and a target amino acid sequence, predict their likelihood of interaction. The miRNA is hsa-miR-6500-3p with sequence ACACUUGUUGGGAUGACCUGC. The protein sequence of the target gene is MTAPCSQPAQLPGRRQLGLVPFPPPPPRTPLLWLLLLLLAAVAPARGWESGDLELFDLVEEVQLNFYQFLGVQQDASSADIRKAYRKLSLTLHPDKNKDENAETQFRQLVAIYEVLKDDERRQRYDDILINGLPDWRQPVFYYRRVRKMSNAELALLLFIILTVGHYAVVWSIYLEKQLDELLSRKKREKKKKTGSKSVDVSKLGASEKNERLLMKPQWHDLLPCKLGIWFCLTLKALPHLIQDAGQFYAKYKETRLKEKEDALTRTELETLQKQKKVKKPKPEFPVYTPLETTYIQSYD.... Result: 0 (no interaction).